Predict the product of the given reaction. From a dataset of Forward reaction prediction with 1.9M reactions from USPTO patents (1976-2016). (1) Given the reactants [CH2:1]([C:4]1[CH:9]=[C:8]([C:10](=[S:12])[NH2:11])[CH:7]=[CH:6][N:5]=1)[CH2:2][CH3:3].Br[CH:14](Br)[C:15]([C:17]1[CH:18]=[C:19]([NH:23][S:24]([C:27]([F:30])([F:29])[F:28])(=[O:26])=[O:25])[CH:20]=[CH:21][CH:22]=1)=O, predict the reaction product. The product is: [F:29][C:27]([F:28])([F:30])[S:24]([NH:23][C:19]1[CH:20]=[CH:21][CH:22]=[C:17]([C:15]2[N:11]=[C:10]([C:8]3[CH:7]=[CH:6][N:5]=[C:4]([CH2:1][CH2:2][CH3:3])[CH:9]=3)[S:12][CH:14]=2)[CH:18]=1)(=[O:25])=[O:26]. (2) Given the reactants Cl.C(N=C=NCCCN(C)C)C.[Cl:13][C:14]1[CH:22]=[CH:21][C:17]([C:18]([OH:20])=O)=[C:16]([NH:23][CH:24]2[CH2:28][CH2:27][CH2:26][CH2:25]2)[CH:15]=1.[NH2:29][C:30]1[CH:39]=[C:38]2[C:33]([CH2:34][CH2:35][C:36](=[O:41])[N:37]2[CH3:40])=[CH:32][CH:31]=1, predict the reaction product. The product is: [Cl:13][C:14]1[CH:22]=[CH:21][C:17]([C:18]([NH:29][C:30]2[CH:39]=[C:38]3[C:33]([CH2:34][CH2:35][C:36](=[O:41])[N:37]3[CH3:40])=[CH:32][CH:31]=2)=[O:20])=[C:16]([NH:23][CH:24]2[CH2:28][CH2:27][CH2:26][CH2:25]2)[CH:15]=1. (3) Given the reactants [C:1]([O:5][C:6]([N:8]1[CH2:13][CH2:12][CH:11]([S:14][C:15]2[CH:16]=[C:17]3[C:22](=[CH:23][C:24]=2Cl)[CH:21]=[N:20][CH:19]=[CH:18]3)[CH2:10][CH2:9]1)=[O:7])([CH3:4])([CH3:3])[CH3:2].CN1C(=O)[CH2:30][CH2:29][CH2:28]1.C([Mg]Cl)CC.Cl, predict the reaction product. The product is: [C:1]([O:5][C:6]([N:8]1[CH2:13][CH2:12][CH:11]([S:14][C:15]2[CH:16]=[C:17]3[C:22](=[CH:23][C:24]=2[CH2:28][CH2:29][CH3:30])[CH:21]=[N:20][CH:19]=[CH:18]3)[CH2:10][CH2:9]1)=[O:7])([CH3:4])([CH3:3])[CH3:2]. (4) Given the reactants [Cl:1][C:2]1[C:7]([CH2:8][CH2:9][C:10](OCC)=[O:11])=[C:6]([Cl:15])[N:5]=[C:4](/[CH:16]=[CH:17]/[C:18]2[CH:23]=[CH:22][CH:21]=[CH:20][CH:19]=2)[N:3]=1.[H-].[Al+3].[Li+].[H-].[H-].[H-], predict the reaction product. The product is: [Cl:15][C:6]1[C:7]([CH2:8][CH2:9][CH2:10][OH:11])=[C:2]([Cl:1])[N:3]=[C:4](/[CH:16]=[CH:17]/[C:18]2[CH:23]=[CH:22][CH:21]=[CH:20][CH:19]=2)[N:5]=1. (5) Given the reactants [H-].[Na+].[Cl:3][C:4]1[CH:9]=[CH:8][C:7]([NH:10][C:11]([C:13]2([C:17]3[N:21]([CH3:22])[C:20]([C:23]4[CH:28]=[CH:27][CH:26]=[CH:25][C:24]=4[Cl:29])=[N:19][N:18]=3)[CH2:16][CH2:15][CH2:14]2)=[O:12])=[CH:6][CH:5]=1.[CH3:30]I, predict the reaction product. The product is: [Cl:3][C:4]1[CH:9]=[CH:8][C:7]([N:10]([CH3:30])[C:11]([C:13]2([C:17]3[N:21]([CH3:22])[C:20]([C:23]4[CH:28]=[CH:27][CH:26]=[CH:25][C:24]=4[Cl:29])=[N:19][N:18]=3)[CH2:14][CH2:15][CH2:16]2)=[O:12])=[CH:6][CH:5]=1. (6) Given the reactants [Br:1][C:2]1[CH:3]=[CH:4][C:5]2[CH:9]=[CH:8][S:7][C:6]=2[CH:10]=1.CC1(C)C(C)(C)OB([C:19]2[CH:24]=[CH:23][C:22]([C:25]3[NH:29][C:28]([C@@H:30]4[CH2:34][CH2:33][CH2:32][N:31]4[C:35]([O:37][C:38]([CH3:41])([CH3:40])[CH3:39])=[O:36])=[N:27][CH:26]=3)=[CH:21][CH:20]=2)O1.C(=O)([O-])[O-].[K+].[K+], predict the reaction product. The product is: [Br:1][C:2]1[CH:3]=[CH:4][C:5]2[CH:9]=[C:8]([C:19]3[CH:20]=[CH:21][C:22]([C:25]4[NH:29][C:28]([C@@H:30]5[CH2:34][CH2:33][CH2:32][N:31]5[C:35]([O:37][C:38]([CH3:41])([CH3:40])[CH3:39])=[O:36])=[N:27][CH:26]=4)=[CH:23][CH:24]=3)[S:7][C:6]=2[CH:10]=1.